Task: Predict the product of the given reaction.. Dataset: Forward reaction prediction with 1.9M reactions from USPTO patents (1976-2016) Given the reactants C[O:2][C:3]1[CH:8]=[C:7]([O:9]C)[CH:6]=[CH:5][C:4]=1[NH:11][C:12](=[O:17])[C:13]([F:16])([F:15])[F:14].B(Br)(Br)Br.C([O-])(O)=O.[Na+].C(OCC)C, predict the reaction product. The product is: [OH:2][C:3]1[CH:8]=[C:7]([OH:9])[CH:6]=[CH:5][C:4]=1[NH:11][C:12](=[O:17])[C:13]([F:14])([F:15])[F:16].